This data is from Catalyst prediction with 721,799 reactions and 888 catalyst types from USPTO. The task is: Predict which catalyst facilitates the given reaction. (1) Reactant: N#N.[NH:3]1[C:7]2[CH:8]=[CH:9][CH:10]=[CH:11][C:6]=2[N:5]=[C:4]1[CH:12]([NH2:23])[CH:13]([C:15]1[CH:20]=[CH:19][C:18]([O:21][CH3:22])=[CH:17][CH:16]=1)[CH3:14].[C:24](N1C=CN=C1)(N1C=CN=C1)=[O:25].O. Product: [CH3:22][O:21][C:18]1[CH:17]=[CH:16][C:15]([CH:13]([CH:12]2[C:4]3=[N:5][C:6]4[CH:11]=[CH:10][CH:9]=[CH:8][C:7]=4[N:3]3[C:24](=[O:25])[NH:23]2)[CH3:14])=[CH:20][CH:19]=1. The catalyst class is: 721. (2) Reactant: [C:1]([C:5]1[CH:24]=[CH:23][C:8]([C:9]([NH:11][C:12]2[CH:18]=[C:17]([NH:19][C:20](=[O:22])[CH3:21])[CH:16]=[CH:15][C:13]=2[NH2:14])=[O:10])=[CH:7][CH:6]=1)([CH3:4])([CH3:3])[CH3:2].[NH:25]1[C:33]2[C:28](=[CH:29][CH:30]=[C:31]([C:34](O)=[O:35])[CH:32]=2)[CH:27]=[CH:26]1.F[P-](F)(F)(F)(F)F.Br[P+](N1CCCC1)(N1CCCC1)N1CCCC1.C(N(CC)C(C)C)(C)C. Product: [C:20]([NH:19][C:17]1[CH:18]=[C:12]([NH:11][C:9](=[O:10])[C:8]2[CH:23]=[CH:24][C:5]([C:1]([CH3:4])([CH3:2])[CH3:3])=[CH:6][CH:7]=2)[C:13]([NH:14][C:34]([C:31]2[CH:32]=[C:33]3[C:28]([CH:27]=[CH:26][NH:25]3)=[CH:29][CH:30]=2)=[O:35])=[CH:15][CH:16]=1)(=[O:22])[CH3:21]. The catalyst class is: 139.